Dataset: Reaction yield outcomes from USPTO patents with 853,638 reactions. Task: Predict the reaction yield, written as a fraction of the theoretical maximum amount of product (1.0 means a 100% yield; for example, 0.34 means a 34% yield). (1) The reactants are S(Cl)([Cl:3])=O.[N:5]1[CH:10]=[CH:9][CH:8]=[C:7]([CH2:11][CH2:12][CH2:13][CH2:14][CH2:15][CH2:16][CH2:17]O)[CH:6]=1.C(=O)([O-])[O-].[K+].[K+]. The catalyst is ClCCl. The product is [Cl:3][CH2:17][CH2:16][CH2:15][CH2:14][CH2:13][CH2:12][CH2:11][C:7]1[CH:6]=[N:5][CH:10]=[CH:9][CH:8]=1. The yield is 0.630. (2) The reactants are [CH3:1][O:2][C:3]1[CH:4]=[C:5]([C:9]#[C:10][C:11]2[CH:27]=[CH:26][C:14]3[S:15][C:16]([C:19]4[CH:24]=[CH:23][N:22]=[C:21]([NH2:25])[N:20]=4)=[C:17]([CH3:18])[C:13]=3[CH:12]=2)[CH:6]=[CH:7][CH:8]=1. The catalyst is [Pd].CO. The product is [CH3:1][O:2][C:3]1[CH:4]=[C:5]([CH:6]=[CH:7][CH:8]=1)[CH2:9][CH2:10][C:11]1[CH:27]=[CH:26][C:14]2[S:15][C:16]([C:19]3[CH:24]=[CH:23][N:22]=[C:21]([NH2:25])[N:20]=3)=[C:17]([CH3:18])[C:13]=2[CH:12]=1. The yield is 0.750.